From a dataset of Catalyst prediction with 721,799 reactions and 888 catalyst types from USPTO. Predict which catalyst facilitates the given reaction. (1) Product: [CH2:40]([O:39][C:37](=[O:38])[CH2:36][N:18]1[C:19]2[C:28](=[C:27]3[C:22](=[CH:21][C:20]=2[O:31][CH2:32][CH2:33][CH3:34])[CH2:23][CH2:24][CH2:25][O:26]3)[C:29](=[O:30])[C:16]([C:13]2[CH:12]=[CH:11][C:10]([O:9][CH3:8])=[CH:15][CH:14]=2)=[CH:17]1)[CH3:41]. The catalyst class is: 84. Reactant: [H-].[Na+].CN(C=O)C.[CH3:8][O:9][C:10]1[CH:15]=[CH:14][C:13]([C:16]2[C:29](=[O:30])[C:28]3[C:19](=[C:20]([O:31][CH2:32][CH2:33][CH3:34])[CH:21]=[C:22]4[C:27]=3[O:26][CH2:25][CH2:24][CH2:23]4)[NH:18][CH:17]=2)=[CH:12][CH:11]=1.Br[CH2:36][C:37]([O:39][CH2:40][CH3:41])=[O:38]. (2) Reactant: [CH3:1][N:2]1[CH2:7][CH2:6][N:5]([C:8]2[C:9]([N+:15]([O-:17])=[O:16])=[C:10]([CH:12]=[CH:13][CH:14]=2)[NH2:11])[CH2:4][CH2:3]1.[Cl:18]N1C(=O)CCC1=O. Product: [Cl:18][C:14]1[CH:13]=[CH:12][C:10]([NH2:11])=[C:9]([N+:15]([O-:17])=[O:16])[C:8]=1[N:5]1[CH2:4][CH2:3][N:2]([CH3:1])[CH2:7][CH2:6]1. The catalyst class is: 32.